Dataset: Catalyst prediction with 721,799 reactions and 888 catalyst types from USPTO. Task: Predict which catalyst facilitates the given reaction. (1) Reactant: C[C:2]1([CH3:9])[O:6][C@H:5]([CH2:7][OH:8])[CH2:4][O:3]1.[OH-].[K+].[CH2:12](Br)[CH2:13][CH2:14][CH2:15][CH2:16][CH2:17][CH2:18][CH2:19][CH2:20][CH2:21][CH2:22][CH2:23][CH2:24][CH2:25]CC. Product: [CH2:2]([O:3][CH2:4][C@H:5]([CH2:7][OH:8])[OH:6])[CH2:9][CH2:25][CH2:24][CH2:23][CH2:22][CH2:21][CH2:20][CH2:19][CH2:18][CH2:17][CH2:16][CH2:15][CH2:14][CH2:13][CH3:12]. The catalyst class is: 451. (2) Reactant: Br[C:2]1[CH:11]=[CH:10][C:5]([C:6]([O:8][CH3:9])=[O:7])=[CH:4][C:3]=1[F:12].[CH3:13][N:14]1[CH:18]=[C:17](B2OC(C)(C)C(C)(C)O2)[CH:16]=[N:15]1.[O-]P([O-])([O-])=O.[K+].[K+].[K+]. Product: [F:12][C:3]1[CH:4]=[C:5]([CH:10]=[CH:11][C:2]=1[C:17]1[CH:16]=[N:15][N:14]([CH3:13])[CH:18]=1)[C:6]([O:8][CH3:9])=[O:7]. The catalyst class is: 38. (3) Reactant: [CH3:1][C:2]1[C:7]([CH2:8][NH2:9])=[CH:6][C:5]([C:10]([CH3:12])=[CH2:11])=[C:4]([CH3:13])[N:3]=1.[BH4-].[Na+].Cl. Product: [CH:10]([C:5]1[CH:6]=[C:7]([CH2:8][NH2:9])[C:2]([CH3:1])=[N:3][C:4]=1[CH3:13])([CH3:12])[CH3:11]. The catalyst class is: 14. (4) Reactant: [CH:1]([O:4][C:5]1[CH:10]=[CH:9][C:8]([C:11]2[CH:16]=[CH:15][CH:14]=[C:13]([CH:17]3[C:26]([CH3:28])([CH3:27])[CH2:25][C:24]4[C:19](=[CH:20][CH:21]=[C:22]([C:29](O)=[O:30])[CH:23]=4)[NH:18]3)[CH:12]=2)=[CH:7][CH:6]=1)([CH3:3])[CH3:2].[CH:32]1([S:35]([NH2:38])(=[O:37])=[O:36])[CH2:34][CH2:33]1. Product: [CH:1]([O:4][C:5]1[CH:6]=[CH:7][C:8]([C:11]2[CH:16]=[CH:15][CH:14]=[C:13]([CH:17]3[C:26]([CH3:27])([CH3:28])[CH2:25][C:24]4[C:19](=[CH:20][CH:21]=[C:22]([C:29]([NH:38][S:35]([CH:32]5[CH2:34][CH2:33]5)(=[O:37])=[O:36])=[O:30])[CH:23]=4)[NH:18]3)[CH:12]=2)=[CH:9][CH:10]=1)([CH3:2])[CH3:3]. The catalyst class is: 119. (5) Reactant: [OH-].[Na+].[C:3]([O:7][C:8]([N:10]1[CH2:15][CH2:14][CH:13]([CH2:16][CH:17]([CH2:22][CH:23]2[CH2:28][CH2:27][N:26]([C:29]([O:31][C:32]([CH3:35])([CH3:34])[CH3:33])=[O:30])[CH2:25][CH2:24]2)[C:18]([O:20]C)=[O:19])[CH2:12][CH2:11]1)=[O:9])([CH3:6])([CH3:5])[CH3:4].Cl. Product: [C:32]([O:31][C:29]([N:26]1[CH2:25][CH2:24][CH:23]([CH2:22][CH:17]([CH2:16][CH:13]2[CH2:14][CH2:15][N:10]([C:8]([O:7][C:3]([CH3:6])([CH3:5])[CH3:4])=[O:9])[CH2:11][CH2:12]2)[C:18]([OH:20])=[O:19])[CH2:28][CH2:27]1)=[O:30])([CH3:35])([CH3:34])[CH3:33]. The catalyst class is: 5. (6) Reactant: [N:1]1([C:7]2[CH:12]=[CH:11][C:10]([N:13]3[CH:22]=[CH:21][C:20]4[C:15](=[CH:16][CH:17]=[CH:18][CH:19]=4)[C:14]3=[O:23])=[CH:9][CH:8]=2)[CH2:6][CH2:5][NH:4][CH2:3][CH2:2]1.CC1C=CC(S(O[CH2:35][CH2:36][CH2:37][C:38]2[C:46]3[C:41](=[CH:42][CH:43]=[C:44]([O:47][CH3:48])[CH:45]=3)[NH:40][CH:39]=2)(=O)=O)=CC=1.C(=O)([O-])[O-].[K+].[K+].[I-].[K+]. Product: [CH3:48][O:47][C:44]1[CH:45]=[C:46]2[C:41](=[CH:42][CH:43]=1)[NH:40][CH:39]=[C:38]2[CH2:37][CH2:36][CH2:35][N:4]1[CH2:5][CH2:6][N:1]([C:7]2[CH:8]=[CH:9][C:10]([N:13]3[CH:22]=[CH:21][C:20]4[C:15](=[CH:16][CH:17]=[CH:18][CH:19]=4)[C:14]3=[O:23])=[CH:11][CH:12]=2)[CH2:2][CH2:3]1. The catalyst class is: 10. (7) Reactant: [Cl:1][C:2]1[CH:11]=[CH:10][C:9]2[C:4](=[C:5]([OH:12])[N:6]=[CH:7][CH:8]=2)[N:3]=1.[F:13][C:14]([F:27])([F:26])[S:15](O[S:15]([C:14]([F:27])([F:26])[F:13])(=[O:17])=[O:16])(=[O:17])=[O:16]. Product: [Cl:1][C:2]1[CH:11]=[CH:10][C:9]2[C:4](=[C:5]([O:12][S:15]([C:14]([F:27])([F:26])[F:13])(=[O:17])=[O:16])[N:6]=[CH:7][CH:8]=2)[N:3]=1. The catalyst class is: 17.